From a dataset of Forward reaction prediction with 1.9M reactions from USPTO patents (1976-2016). Predict the product of the given reaction. Given the reactants Cl[C:2]([O:4][CH2:5][CH:6]1[C:18]2[CH:17]=[CH:16][CH:15]=[CH:14][C:13]=2[C:12]2[C:7]1=[CH:8][CH:9]=[CH:10][CH:11]=2)=[O:3].[OH:19][CH2:20][CH:21]1[NH:26][CH:25]([C:27]2[CH:32]=[C:31]([F:33])[C:30]([F:34])=[C:29]([F:35])[CH:28]=2)[CH2:24][N:23]([C:36]([O:38][CH3:39])=[O:37])[CH2:22]1, predict the reaction product. The product is: [CH3:39][O:38][C:36]([N:23]1[CH2:24][CH:25]([C:27]2[CH:28]=[C:29]([F:35])[C:30]([F:34])=[C:31]([F:33])[CH:32]=2)[N:26]([C:2]([O:4][CH2:5][CH:6]2[C:18]3[CH:17]=[CH:16][CH:15]=[CH:14][C:13]=3[C:12]3[C:7]2=[CH:8][CH:9]=[CH:10][CH:11]=3)=[O:3])[CH:21]([CH2:20][OH:19])[CH2:22]1)=[O:37].